Dataset: Forward reaction prediction with 1.9M reactions from USPTO patents (1976-2016). Task: Predict the product of the given reaction. (1) Given the reactants [CH2:1]([N:6]1[C:27]2[C:22](=[CH:23][CH:24]=[CH:25][CH:26]=2)[C:8]2([CH2:20]C[C:18](=[O:21])[C:17]3[C:9]2=[CH:10][C:11]2[O:15][CH2:14][O:13][C:12]=2[CH:16]=3)[C:7]1=[O:28])[CH2:2][CH2:3][CH2:4][CH3:5].[BH4-].[Na+].O, predict the reaction product. The product is: [OH:21][CH:18]1[C:17]2[C:9](=[CH:10][C:11]3[O:15][CH2:14][O:13][C:12]=3[CH:16]=2)[C:8]2([C:22]3[C:27](=[CH:26][CH:25]=[CH:24][CH:23]=3)[N:6]([CH2:1][CH2:2][CH2:3][CH2:4][CH3:5])[C:7]2=[O:28])[CH2:20]1. (2) Given the reactants [N+](=[C:3]([C:8]1[CH:13]=[CH:12][C:11]([S:14]([CH:17]2[CH2:22][CH2:21][O:20][CH2:19][CH2:18]2)(=[O:16])=[O:15])=[CH:10][CH:9]=1)[C:4]([O:6][CH3:7])=[O:5])=[N-].[OH:23][CH:24]1[CH2:29][CH2:28][O:27][CH2:26][CH2:25]1, predict the reaction product. The product is: [O:27]1[CH2:28][CH2:29][CH:24]([O:23][CH:3]([C:8]2[CH:13]=[CH:12][C:11]([S:14]([CH:17]3[CH2:22][CH2:21][O:20][CH2:19][CH2:18]3)(=[O:16])=[O:15])=[CH:10][CH:9]=2)[C:4]([O:6][CH3:7])=[O:5])[CH2:25][CH2:26]1. (3) Given the reactants P([O-])([O-])([O-])=[O:2].[CH2:6]1[CH2:10][O:9][CH2:8][CH2:7]1.C(#N)C.[N+](C1C=CC(COC(C2N3[C@H](SC=2)C(C(OC(=O)C)[C:34]2C=[C:40]4[N:36]([CH2:37][C:38]([CH3:43])([CH3:42])[CH2:39]4)[N:35]=2)(Br)C3=O)=O)=CC=1)([O-])=O, predict the reaction product. The product is: [CH2:10]([O:9][C:8]([C:7]1[CH:34]=[N:35][N:36]2[CH2:37][C:38]([CH3:43])([CH3:42])[CH2:39][C:40]=12)=[O:2])[CH3:6]. (4) Given the reactants [C:1]([O:4][C:5]1[CH:13]=[C:12]2[C:8]([C@@H:9]([CH2:21][Cl:22])[CH2:10][N:11]2C(OC(C)(C)C)=O)=[C:7]2[S:23][C:24]([CH3:26])=[CH:25][C:6]=12)(=[O:3])[CH3:2], predict the reaction product. The product is: [C:1]([O:4][C:5]1[CH:13]=[C:12]2[C:8]([C@@H:9]([CH2:21][Cl:22])[CH2:10][NH:11]2)=[C:7]2[S:23][C:24]([CH3:26])=[CH:25][C:6]=12)(=[O:3])[CH3:2]. (5) Given the reactants Br[C:2]1[CH:3]=[CH:4][C:5]2[N:6]([C:15](=[O:17])[CH3:16])[C:7]3[C:12]([C:13]=2[CH:14]=1)=[CH:11][CH:10]=[CH:9][CH:8]=3.[CH3:18][C:19]1([CH3:35])[C:23]([CH3:25])([CH3:24])[O:22][B:21]([B:21]2[O:22][C:23]([CH3:25])([CH3:24])[C:19]([CH3:35])([CH3:18])[O:20]2)[O:20]1.C([O-])(=O)C.[K+], predict the reaction product. The product is: [CH3:18][C:19]1([CH3:35])[C:23]([CH3:25])([CH3:24])[O:22][B:21]([C:2]2[CH:3]=[CH:4][C:5]3[N:6]([C:15](=[O:17])[CH3:16])[C:7]4[C:12]([C:13]=3[CH:14]=2)=[CH:11][CH:10]=[CH:9][CH:8]=4)[O:20]1. (6) Given the reactants [CH2:1]([C:8]1[C:31](=[O:32])[N:11]2[CH:12]=[C:13]([C:25]3[CH:30]=[CH:29][CH:28]=[CH:27][CH:26]=3)[NH:14][C:15]([S:16][C:17]3[CH:22]=[CH:21][C:20]([O:23][CH3:24])=[CH:19][CH:18]=3)=[C:10]2[N:9]=1)[C:2]1[CH:7]=[CH:6][CH:5]=[CH:4][CH:3]=1.[C:33](Cl)(=[O:35])[CH3:34], predict the reaction product. The product is: [C:33]([O:32][C:31]1[N:11]2[CH:12]=[C:13]([C:25]3[CH:26]=[CH:27][CH:28]=[CH:29][CH:30]=3)[N:14]=[C:15]([S:16][C:17]3[CH:22]=[CH:21][C:20]([O:23][CH3:24])=[CH:19][CH:18]=3)[C:10]2=[N:9][C:8]=1[CH2:1][C:2]1[CH:3]=[CH:4][CH:5]=[CH:6][CH:7]=1)(=[O:35])[CH3:34]. (7) The product is: [Cl:19][C:18]1[C:13]([N:10]2[CH2:11][CH2:12][CH:7]([N:4]3[CH2:5][CH2:6][C@H:2]([NH:1][C:35]4[N:40]=[N:39][C:38]([C:41]#[N:42])=[CH:37][CH:36]=4)[C:3]3=[O:24])[CH2:8][CH2:9]2)=[N:14][CH:15]=[C:16]([C:20]([F:23])([F:22])[F:21])[CH:17]=1. Given the reactants [NH2:1][C@H:2]1[CH2:6][CH2:5][N:4]([CH:7]2[CH2:12][CH2:11][N:10]([C:13]3[C:18]([Cl:19])=[CH:17][C:16]([C:20]([F:23])([F:22])[F:21])=[CH:15][N:14]=3)[CH2:9][CH2:8]2)[C:3]1=[O:24].C(N(C(C)C)C(C)C)C.Cl[C:35]1[N:40]=[N:39][C:38]([C:41]#[N:42])=[CH:37][CH:36]=1, predict the reaction product. (8) The product is: [N:23]1([C:21]([C:20]2[CH:27]=[CH:28][C:17]([NH:14][C:9]3[N:8]=[C:7]([C:6]4[N:2]([CH3:1])[C:3]([CH3:15])=[N:4][CH:5]=4)[C:12]([F:13])=[CH:11][N:10]=3)=[CH:18][C:19]=2[Cl:29])=[O:22])[CH2:26][CH2:25][CH2:24]1. Given the reactants [CH3:1][N:2]1[C:6]([C:7]2[C:12]([F:13])=[CH:11][N:10]=[C:9]([NH2:14])[N:8]=2)=[CH:5][N:4]=[C:3]1[CH3:15].Br[C:17]1[CH:28]=[CH:27][C:20]([C:21]([N:23]2[CH2:26][CH2:25][CH2:24]2)=[O:22])=[C:19]([Cl:29])[CH:18]=1, predict the reaction product. (9) Given the reactants [C:1]1([CH2:7][CH2:8][CH2:9][CH2:10][CH2:11][CH2:12][CH2:13][CH2:14][CH2:15][CH2:16][C:17]([OH:19])=O)[CH:6]=[CH:5][CH:4]=[CH:3][CH:2]=1.Cl.Cl.[CH2:22]([O:29][C:30](=[O:38])[CH2:31][C@@H:32]([NH2:37])[CH2:33][N:34]([CH3:36])[CH3:35])[C:23]1[CH:28]=[CH:27][CH:26]=[CH:25][CH:24]=1, predict the reaction product. The product is: [CH2:22]([O:29][C:30](=[O:38])[CH2:31][C@@H:32]([NH:37][C:17](=[O:19])[CH2:16][CH2:15][CH2:14][CH2:13][CH2:12][CH2:11][CH2:10][CH2:9][CH2:8][CH2:7][C:1]1[CH:2]=[CH:3][CH:4]=[CH:5][CH:6]=1)[CH2:33][N:34]([CH3:35])[CH3:36])[C:23]1[CH:28]=[CH:27][CH:26]=[CH:25][CH:24]=1. (10) The product is: [CH2:1]([N:8]1[CH:13]([CH2:14][O:15][CH:16]([F:18])[F:19])[CH2:12][O:11][C:10]([CH2:21][CH2:22][OH:23])([CH3:20])[C:9]1=[O:24])[C:2]1[CH:7]=[CH:6][CH:5]=[CH:4][CH:3]=1. Given the reactants [CH2:1]([N:8]1[CH:13]([CH2:14][O:15][C:16]([F:19])([F:18])C)[CH2:12][O:11][C:10]([CH2:21][CH:22]=[O:23])([CH3:20])[C:9]1=[O:24])[C:2]1[CH:7]=[CH:6][CH:5]=[CH:4][CH:3]=1.[BH4-].[Na+].O, predict the reaction product.